From a dataset of Full USPTO retrosynthesis dataset with 1.9M reactions from patents (1976-2016). Predict the reactants needed to synthesize the given product. (1) Given the product [CH:22]1[C:31]2[C:26](=[CH:27][CH:28]=[C:29]([NH:32][C:10](=[O:12])[C@@H:9]([N:8]([CH3:17])[C:6](=[O:7])[O:5][C:1]([CH3:2])([CH3:3])[CH3:4])[CH2:13][CH:14]([CH3:16])[CH3:15])[CH:30]=2)[CH:25]=[CH:24][N:23]=1, predict the reactants needed to synthesize it. The reactants are: [C:1]([O:5][C:6]([N:8]([CH3:17])[C@@H:9]([CH2:13][CH:14]([CH3:16])[CH3:15])[C:10]([OH:12])=O)=[O:7])([CH3:4])([CH3:3])[CH3:2].C(Cl)CCl.[CH:22]1[C:31]2[C:26](=[CH:27][CH:28]=[C:29]([NH2:32])[CH:30]=2)[CH:25]=[CH:24][N:23]=1. (2) Given the product [CH3:1][O:2][C:3]([C@@H:5]1[CH2:9][C@@H:8]([NH2:10])[CH2:7][N:6]1[C:13]([O:15][C:16]([CH3:19])([CH3:18])[CH3:17])=[O:14])=[O:4], predict the reactants needed to synthesize it. The reactants are: [CH3:1][O:2][C:3]([CH:5]1[CH2:9][CH:8]([N:10]=[N+]=[N-])[CH2:7][N:6]1[C:13]([O:15][C:16]([CH3:19])([CH3:18])[CH3:17])=[O:14])=[O:4].P(C1C=CC=CC=1)(C1C=CC=CC=1)C1C=CC=CC=1.O. (3) Given the product [CH2:1]([C:3]1[S:23][C:6]2[N:7]=[C:8]([NH:17][CH2:18][C@@H:19]([OH:22])[CH2:20][OH:21])[N:9]=[C:10]([N:11]3[CH2:16][CH2:15][N:14]([C:36](=[O:37])[CH2:35][C:34]([F:40])([F:39])[F:33])[CH2:13][CH2:12]3)[C:5]=2[CH:4]=1)[CH3:2], predict the reactants needed to synthesize it. The reactants are: [CH2:1]([C:3]1[S:23][C:6]2[N:7]=[C:8]([NH:17][CH2:18][C@@H:19]([OH:22])[CH2:20][OH:21])[N:9]=[C:10]([N:11]3[CH2:16][CH2:15][NH:14][CH2:13][CH2:12]3)[C:5]=2[CH:4]=1)[CH3:2].C(N(C(C)C)CC)(C)C.[F:33][C:34]([F:40])([F:39])[CH2:35][C:36](O)=[O:37].CN(C(ON1N=NC2C=CC=NC1=2)=[N+](C)C)C.F[P-](F)(F)(F)(F)F. (4) Given the product [Cl:11][C:4]1[CH:5]=[C:6]([NH:32][C:36](=[O:19])[O:42][C:38]([CH3:41])([CH3:40])[CH3:39])[CH:7]=[C:2]([Cl:1])[N:3]=1, predict the reactants needed to synthesize it. The reactants are: [Cl:1][C:2]1[CH:7]=[C:6](C(O)=O)[CH:5]=[C:4]([Cl:11])[N:3]=1.C1(P(N=[N+]=[N-])(C2C=CC=CC=2)=[O:19])C=CC=CC=1.C([N:32]([CH2:36]C)C(C)C)(C)C.[C:38]([OH:42])([CH3:41])([CH3:40])[CH3:39]. (5) The reactants are: S(O)(C)(=O)=O.[Cl:6][C:7]1[CH:8]=[C:9]([S:15][CH2:16][C:17](=O)[CH2:18][C:19]([O:21][CH3:22])=[O:20])[CH:10]=[C:11]([O:13][CH3:14])[CH:12]=1. Given the product [CH3:22][O:21][C:19](=[O:20])[CH2:18][C:17]1[C:8]2[C:7]([Cl:6])=[CH:12][C:11]([O:13][CH3:14])=[CH:10][C:9]=2[S:15][CH:16]=1, predict the reactants needed to synthesize it. (6) Given the product [Br:1][C:2]1[CH:7]=[CH:6][C:5]2[N:8]=[C:11]([NH2:10])[NH:9][C:4]=2[CH:3]=1, predict the reactants needed to synthesize it. The reactants are: [Br:1][C:2]1[CH:3]=[C:4]([NH2:9])[C:5]([NH2:8])=[CH:6][CH:7]=1.[N:10]#[C:11]Br. (7) Given the product [Si:35]([O:38][CH:39]1[CH2:42][N:45]2[C:8]([C:11]3[CH:16]=[CH:15][C:14]([C:17]4[O:21][C:20]([CH3:22])=[N:19][CH:18]=4)=[C:13]([O:23][CH3:24])[CH:12]=3)=[N:9][N:10]=[C:6]2[CH:5]([C:4]2[CH:25]=[CH:26][C:27]([F:28])=[C:2]([F:1])[CH:3]=2)[CH2:40]1)([C:31]([CH3:34])([CH3:33])[CH3:32])([CH3:37])[CH3:36], predict the reactants needed to synthesize it. The reactants are: [F:1][C:2]1[CH:3]=[C:4]([CH:25]=[CH:26][C:27]=1[F:28])[CH2:5][C:6]1O[C:8]([C:11]2[CH:16]=[CH:15][C:14]([C:17]3[O:21][C:20]([CH3:22])=[N:19][CH:18]=3)=[C:13]([O:23][CH3:24])[CH:12]=2)=[N:9][N:10]=1.[H-].[Na+].[C:31]([Si:35]([O:38][CH:39]([CH2:42]I)[CH2:40]Cl)([CH3:37])[CH3:36])([CH3:34])([CH3:33])[CH3:32].[Cl-].[NH4+:45].